From a dataset of Reaction yield outcomes from USPTO patents with 853,638 reactions. Predict the reaction yield, written as a fraction of the theoretical maximum amount of product (1.0 means a 100% yield; for example, 0.34 means a 34% yield). (1) The reactants are [Cl:1][C:2]1[C:7]([CH2:8][OH:9])=[CH:6][CH:5]=[C:4]([Cl:10])[N:3]=1.CC(OI1(OC(C)=O)(OC(C)=O)OC(=O)C2C=CC=CC1=2)=O. The catalyst is C(Cl)Cl. The product is [Cl:1][C:2]1[N:3]=[C:4]([Cl:10])[CH:5]=[CH:6][C:7]=1[CH:8]=[O:9]. The yield is 0.800. (2) The reactants are Cl[C:2]1[CH:7]=[C:6]([O:8][C:9]2[CH:10]=[N:11][C:12]([N+:15]([O-:17])=[O:16])=[CH:13][CH:14]=2)[CH:5]=[CH:4][N:3]=1.[C:18]([NH2:21])(=[O:20])[CH3:19].C([O-])([O-])=O.[Cs+].[Cs+].CCOC(C)=O. The catalyst is O1CCOCC1.C1C=CC(/C=C/C(/C=C/C2C=CC=CC=2)=O)=CC=1.C1C=CC(/C=C/C(/C=C/C2C=CC=CC=2)=O)=CC=1.C1C=CC(/C=C/C(/C=C/C2C=CC=CC=2)=O)=CC=1.[Pd].[Pd].CC(C1C=C(C(C)C)C(C2C=CC=CC=2P(C2CCCCC2)C2CCCCC2)=C(C(C)C)C=1)C. The product is [N+:15]([C:12]1[N:11]=[CH:10][C:9]([O:8][C:6]2[CH:5]=[CH:4][N:3]=[C:2]([NH:21][C:18](=[O:20])[CH3:19])[CH:7]=2)=[CH:14][CH:13]=1)([O-:17])=[O:16]. The yield is 0.680. (3) The reactants are [N+:1]([C:4]1[CH:5]=[C:6]([CH2:10][CH2:11][OH:12])[CH:7]=[CH:8][CH:9]=1)([O-])=O. The catalyst is [Pd].CO. The product is [NH2:1][C:4]1[CH:5]=[C:6]([CH2:10][CH2:11][OH:12])[CH:7]=[CH:8][CH:9]=1. The yield is 0.990. (4) The reactants are [C:1](=[O:4])([OH:3])[NH2:2].N[C:6]1[C:14]2[C:9](=[CH:10][CH:11]=[CH:12][CH:13]=2)[NH:8][N:7]=1.[CH2:15]1[C:20](=[O:21])[N:19]([O:22][C:23](ON2C(=O)CCC2=O)=[O:24])[C:17](=[O:18])[CH2:16]1.N1C=CC=C[CH:34]=1. The catalyst is C(#N)C. The product is [CH3:34][O:4][C:1]([N:2]1[C:13]2[C:14](=[C:9]([NH:8][C:23]([O:22][N:19]3[C:20](=[O:21])[CH2:15][CH2:16][C:17]3=[O:18])=[O:24])[CH:10]=[CH:11][CH:12]=2)[CH:6]=[N:7]1)=[O:3]. The yield is 0.929.